From a dataset of Forward reaction prediction with 1.9M reactions from USPTO patents (1976-2016). Predict the product of the given reaction. (1) The product is: [C:1]1([S:7]([CH2:10][C:11]2[CH:16]=[C:15]([N:28]3[CH2:29][CH2:30][O:31][CH2:32][C@@H:27]3[CH3:26])[N:14]=[C:13]([Cl:18])[N:12]=2)(=[O:9])=[O:8])[CH:6]=[CH:5][CH:4]=[CH:3][CH:2]=1. Given the reactants [C:1]1([S:7]([CH2:10][C:11]2[CH:16]=[C:15](Cl)[N:14]=[C:13]([Cl:18])[N:12]=2)(=[O:9])=[O:8])[CH:6]=[CH:5][CH:4]=[CH:3][CH:2]=1.C(N(CC)CC)C.[CH3:26][C@H:27]1[CH2:32][O:31][CH2:30][CH2:29][NH:28]1, predict the reaction product. (2) Given the reactants Br[C:2]1[C:22]([O:23][CH3:24])=[CH:21][C:5]2[N:6]([CH3:20])[C:7](=[O:19])[CH2:8][N:9]=[C:10]([C:11]3[CH:12]=[C:13]([CH:16]=[CH:17][CH:18]=3)[C:14]#[N:15])[C:4]=2[CH:3]=1.C1(B(O)O)C=CC=CC=1.[CH:34]([O:37][C:38]1[CH:43]=[CH:42][CH:41]=[CH:40][C:39]=1B(O)O)([CH3:36])[CH3:35], predict the reaction product. The product is: [CH:34]([O:37][C:38]1[CH:43]=[CH:42][CH:41]=[CH:40][C:39]=1[C:2]1[C:22]([O:23][CH3:24])=[CH:21][C:5]2[N:6]([CH3:20])[C:7](=[O:19])[CH2:8][N:9]=[C:10]([C:11]3[CH:12]=[C:13]([CH:16]=[CH:17][CH:18]=3)[C:14]#[N:15])[C:4]=2[CH:3]=1)([CH3:36])[CH3:35].